From a dataset of NCI-60 drug combinations with 297,098 pairs across 59 cell lines. Regression. Given two drug SMILES strings and cell line genomic features, predict the synergy score measuring deviation from expected non-interaction effect. (1) Drug 1: C1C(C(OC1N2C=NC3=C(N=C(N=C32)Cl)N)CO)O. Drug 2: C1=NC2=C(N=C(N=C2N1C3C(C(C(O3)CO)O)F)Cl)N. Cell line: UO-31. Synergy scores: CSS=24.6, Synergy_ZIP=-1.34, Synergy_Bliss=0.576, Synergy_Loewe=-0.569, Synergy_HSA=0.0752. (2) Drug 1: CC1CCC2CC(C(=CC=CC=CC(CC(C(=O)C(C(C(=CC(C(=O)CC(OC(=O)C3CCCCN3C(=O)C(=O)C1(O2)O)C(C)CC4CCC(C(C4)OC)O)C)C)O)OC)C)C)C)OC. Drug 2: CCC1(C2=C(COC1=O)C(=O)N3CC4=CC5=C(C=CC(=C5CN(C)C)O)N=C4C3=C2)O.Cl. Cell line: SN12C. Synergy scores: CSS=34.3, Synergy_ZIP=-2.82, Synergy_Bliss=1.38, Synergy_Loewe=-5.22, Synergy_HSA=3.68.